From a dataset of Full USPTO retrosynthesis dataset with 1.9M reactions from patents (1976-2016). Predict the reactants needed to synthesize the given product. Given the product [CH2:1]([O:8][C:9]1[C:17]([Cl:18])=[CH:16][C:12]([C:13]([Cl:23])=[O:14])=[CH:11][C:10]=1[Cl:19])[C:2]1[CH:7]=[CH:6][CH:5]=[CH:4][CH:3]=1, predict the reactants needed to synthesize it. The reactants are: [CH2:1]([O:8][C:9]1[C:17]([Cl:18])=[CH:16][C:12]([C:13](O)=[O:14])=[CH:11][C:10]=1[Cl:19])[C:2]1[CH:7]=[CH:6][CH:5]=[CH:4][CH:3]=1.C(Cl)(=O)C([Cl:23])=O.